From a dataset of Forward reaction prediction with 1.9M reactions from USPTO patents (1976-2016). Predict the product of the given reaction. (1) The product is: [C:14]([CH2:13][NH:1][C:2]1[CH:10]=[CH:9][C:8]([Br:11])=[CH:7][C:3]=1[C:4]([OH:6])=[O:5])([OH:16])=[O:15]. Given the reactants [NH2:1][C:2]1[CH:10]=[CH:9][C:8]([Br:11])=[CH:7][C:3]=1[C:4]([OH:6])=[O:5].Cl[CH2:13][C:14]([OH:16])=[O:15].CCOCC.Cl, predict the reaction product. (2) Given the reactants [CH3:1][O:2][C:3](=[O:12])[C:4]1[CH:9]=[CH:8][C:7]([NH2:10])=[C:6]([OH:11])[CH:5]=1.[C:13]1([N:19]=[C:20]=[O:21])[CH:18]=[CH:17][CH:16]=[CH:15][CH:14]=1, predict the reaction product. The product is: [OH:11][C:6]1[CH:5]=[C:4]([C:3]([O:2][CH3:1])=[O:12])[CH:9]=[CH:8][C:7]=1[NH:10][C:20]([NH:19][C:13]1[CH:18]=[CH:17][CH:16]=[CH:15][CH:14]=1)=[O:21]. (3) The product is: [C:1]([C:5]1[CH:10]=[CH:9][C:8]([C:11](=[O:16])[CH2:12][CH2:13][CH2:14][N:17]2[CH2:22][CH2:21][CH:20]([C:23]3[CH:24]=[C:25]([NH:29][C:30](=[O:33])[CH2:31][CH3:32])[CH:26]=[CH:27][CH:28]=3)[CH2:19][CH2:18]2)=[CH:7][CH:6]=1)([CH3:4])([CH3:3])[CH3:2]. Given the reactants [C:1]([C:5]1[CH:10]=[CH:9][C:8]([C:11](=[O:16])[CH2:12][CH2:13][CH2:14]Cl)=[CH:7][CH:6]=1)([CH3:4])([CH3:3])[CH3:2].[NH:17]1[CH2:22][CH2:21][CH:20]([C:23]2[CH:24]=[C:25]([NH:29][C:30](=[O:33])[CH2:31][CH3:32])[CH:26]=[CH:27][CH:28]=2)[CH2:19][CH2:18]1, predict the reaction product. (4) The product is: [CH2:1]=[CH:2][C:3]1[CH:8]=[CH:7][CH:6]=[CH:5][CH:4]=1.[Cl-:9].[CH:10]([CH2:12][N+:13]([CH2:16][C:17]1[CH:18]=[CH:19][CH:20]=[CH:21][CH:22]=1)([CH3:15])[CH3:14])=[CH2:11]. Given the reactants [CH2:1]=[CH:2][C:3]1[CH:8]=[CH:7][CH:6]=[CH:5][CH:4]=1.[Cl-:9].[CH:10]([CH2:12][N+:13]([CH2:16][C:17]1[CH:22]=[CH:21][CH:20]=[CH:19][CH:18]=1)([CH3:15])[CH3:14])=[CH2:11].COCCO, predict the reaction product. (5) The product is: [F:26][C:18]1[CH:19]=[C:20]([N+:23]([O-:25])=[O:24])[CH:21]=[CH:22][C:17]=1[O:16][C:13]1[CH:12]=[CH:11][C:10]([NH:9][C:8]([N:41]2[CH2:42][CH2:43][N:38]([CH2:28][C:29]3[CH:37]=[CH:36][C:35]4[O:34][CH2:33][O:32][C:31]=4[CH:30]=3)[CH2:39][CH2:40]2)=[O:27])=[CH:15][CH:14]=1. Given the reactants C1(O[C:8](=[O:27])[NH:9][C:10]2[CH:15]=[CH:14][C:13]([O:16][C:17]3[CH:22]=[CH:21][C:20]([N+:23]([O-:25])=[O:24])=[CH:19][C:18]=3[F:26])=[CH:12][CH:11]=2)C=CC=CC=1.[CH2:28]([N:38]1[CH2:43][CH2:42][NH:41][CH2:40][CH2:39]1)[C:29]1[CH:37]=[CH:36][C:35]2[O:34][CH2:33][O:32][C:31]=2[CH:30]=1.O, predict the reaction product.